From a dataset of Catalyst prediction with 721,799 reactions and 888 catalyst types from USPTO. Predict which catalyst facilitates the given reaction. (1) Reactant: S(Cl)(Cl)=O.[C:5]([C:8]1[CH:15]=[CH:14][C:11]([CH:12]=[O:13])=[CH:10][CH:9]=1)([OH:7])=O.[CH2:16]([NH:18][CH3:19])[CH3:17]. Product: [CH2:16]([N:18]([CH3:19])[C:5](=[O:7])[C:8]1[CH:15]=[CH:14][C:11]([CH:12]=[O:13])=[CH:10][CH:9]=1)[CH3:17]. The catalyst class is: 120. (2) The catalyst class is: 12. Product: [CH:32]([N:28]1[C:27](=[O:35])[CH:26]=[C:25]([NH:1][C@@H:2]([C:9]2[CH:14]=[CH:13][CH:12]=[CH:11][CH:10]=2)[CH2:3][C:4]([O:6][CH2:7][CH3:8])=[O:5])[NH:30][C:29]1=[O:31])([CH3:34])[CH3:33]. Reactant: [NH2:1][C@@H:2]([C:9]1[CH:14]=[CH:13][CH:12]=[CH:11][CH:10]=1)[CH2:3][C:4]([O:6][CH2:7][CH3:8])=[O:5].CCN(C(C)C)C(C)C.Cl[C:25]1[NH:30][C:29](=[O:31])[N:28]([CH:32]([CH3:34])[CH3:33])[C:27](=[O:35])[CH:26]=1. (3) Reactant: [CH2:1]=O.[CH3:3][NH:4][CH3:5].[CH2:6]([N:8]([C:18]1[N:19]=[C:20]([CH3:32])[C:21]2[CH:26]=[CH:25][N:24]([CH:27]([CH2:30][CH3:31])[CH2:28][CH3:29])[C:22]=2[N:23]=1)[C:9]1[C:14]([CH3:15])=[CH:13][C:12]([CH3:16])=[CH:11][C:10]=1[CH3:17])[CH3:7]. Product: [CH3:3][N:4]([CH2:1][C:26]1[C:21]2[C:20]([CH3:32])=[N:19][C:18]([N:8]([CH2:6][CH3:7])[C:9]3[C:10]([CH3:17])=[CH:11][C:12]([CH3:16])=[CH:13][C:14]=3[CH3:15])=[N:23][C:22]=2[N:24]([CH:27]([CH2:30][CH3:31])[CH2:28][CH3:29])[CH:25]=1)[CH3:5]. The catalyst class is: 72. (4) Reactant: [CH3:1][C:2]([CH3:12])([CH2:6][CH2:7][CH2:8][CH2:9][CH2:10][CH3:11])[C:3](O)=[O:4].C(Cl)(=O)C([Cl:16])=O. Product: [CH3:1][C:2]([CH3:12])([CH2:6][CH2:7][CH2:8][CH2:9][CH2:10][CH3:11])[C:3]([Cl:16])=[O:4]. The catalyst class is: 4. (5) Reactant: [O:1]=[C:2]1[C:10]2[C:5](=[CH:6][C:7]([CH:11]=O)=[CH:8][CH:9]=2)[CH2:4][CH2:3]1.C([O-])(O)=O.[Na+].Cl.[OH:19][NH2:20]. Product: [OH:19]/[N:20]=[CH:11]/[C:7]1[CH:6]=[C:5]2[C:10](=[CH:9][CH:8]=1)[C:2](=[O:1])[CH2:3][CH2:4]2. The catalyst class is: 8.